From a dataset of Peptide-MHC class II binding affinity with 134,281 pairs from IEDB. Regression. Given a peptide amino acid sequence and an MHC pseudo amino acid sequence, predict their binding affinity value. This is MHC class II binding data. (1) The peptide sequence is HSRNLINELSERMAG. The MHC is DRB1_0901 with pseudo-sequence DRB1_0901. The binding affinity (normalized) is 0.313. (2) The peptide sequence is KKTHISYIMLIFFVLMV. The binding affinity (normalized) is 0. The MHC is DRB1_0404 with pseudo-sequence DRB1_0404. (3) The binding affinity (normalized) is 0. The MHC is DRB1_1201 with pseudo-sequence DRB1_1201. The peptide sequence is KPTGAGPKDNGGACG. (4) The MHC is HLA-DQA10501-DQB10302 with pseudo-sequence HLA-DQA10501-DQB10302. The binding affinity (normalized) is 0.273. The peptide sequence is AEMVIHHQHVQDCDE. (5) The peptide sequence is GVTCGPGHGISVGSL. The MHC is DRB1_1101 with pseudo-sequence DRB1_1101. The binding affinity (normalized) is 0.0805.